Dataset: Forward reaction prediction with 1.9M reactions from USPTO patents (1976-2016). Task: Predict the product of the given reaction. (1) Given the reactants [C:1]([OH:12])(=O)/[CH:2]=[CH:3]/[CH2:4][CH2:5][CH2:6][CH2:7][CH2:8][CH2:9][CH3:10].[CH2:13]([SH:19])[CH2:14][CH2:15][CH2:16][CH2:17][CH3:18], predict the reaction product. The product is: [C:1](=[O:12])([S:19][CH2:13][CH2:14][CH2:15][CH2:16][CH2:17][CH3:18])/[CH:2]=[CH:3]/[CH2:4][CH2:5][CH2:6][CH2:7][CH2:8][CH2:9][CH3:10]. (2) Given the reactants [Cl:1][C:2]1[N:3]=[C:4]([O:10][CH3:11])[C:5]([NH2:9])=[N:6][C:7]=1[Cl:8].[Cl:12][C:13]1[C:14]([CH3:23])=[C:15]([S:19](Cl)(=[O:21])=[O:20])[CH:16]=[CH:17][CH:18]=1, predict the reaction product. The product is: [Cl:12][C:13]1[C:14]([CH3:23])=[C:15]([S:19]([NH:9][C:5]2[C:4]([O:10][CH3:11])=[N:3][C:2]([Cl:1])=[C:7]([Cl:8])[N:6]=2)(=[O:21])=[O:20])[CH:16]=[CH:17][CH:18]=1. (3) Given the reactants [C:1]1([C:7]([C:9]2[N:10]=[C:11]3[CH:16]=[CH:15][C:14]([C:17]4[CH:21]=[CH:20][N:19]([Si](C(C)C)(C(C)C)C(C)C)[CH:18]=4)=[CH:13][N:12]3[CH:32]=2)=[O:8])[CH:6]=[CH:5][CH:4]=[CH:3][CH:2]=1.[F-].C([N+](CCCC)(CCCC)CCCC)CCC, predict the reaction product. The product is: [C:1]1([C:7]([C:9]2[N:10]=[C:11]3[CH:16]=[CH:15][C:14]([C:17]4[CH:21]=[CH:20][NH:19][CH:18]=4)=[CH:13][N:12]3[CH:32]=2)=[O:8])[CH:2]=[CH:3][CH:4]=[CH:5][CH:6]=1. (4) The product is: [Br:27][C:28]1[CH:29]=[C:30]2[C:35](=[CH:36][CH:37]=1)[CH:34]=[C:33]([CH2:38][CH2:39][N:42]1[CH2:43][CH2:44][CH2:45][CH:41]1[CH3:40])[CH:32]=[CH:31]2. Given the reactants N1NC(=O)C=CC=1.BrC1C=C2C(=CC=1)C=C(OS(C(F)(F)F)(=O)=O)C=C2.[Br:27][C:28]1[CH:37]=[CH:36][C:35]2[C:30](=[CH:31][CH:32]=[C:33]([CH:38]=[CH2:39])[CH:34]=2)[CH:29]=1.[CH3:40][CH:41]1[CH2:45][CH2:44][CH2:43][NH:42]1.C([Li])CCC, predict the reaction product. (5) Given the reactants C1C=CC(P(C2C=CC=CC=2)C2C=CC=CC=2)=CC=1.C(Br)(Br)(Br)Br.[Si:25]([O:32][C@H:33]1[C@H:37]2[O:38][CH2:39][CH:40]([CH2:41][CH:42]=[O:43])[C@H:36]2[O:35][CH2:34]1)([C:28]([CH3:31])([CH3:30])[CH3:29])([CH3:27])[CH3:26], predict the reaction product. The product is: [Si:25]([O:32][C@H:33]1[C@H:37]2[O:38][CH2:39][CH:40]([CH2:41][CH2:42][OH:43])[C@H:36]2[O:35][CH2:34]1)([C:28]([CH3:31])([CH3:30])[CH3:29])([CH3:27])[CH3:26]. (6) Given the reactants [Cl:1][C:2]1[C:3]([N:8]2[CH2:14][CH:13]3[N:15](C(OC(C)(C)C)=O)[CH:10]([CH2:11][CH2:12]3)[CH2:9]2)=[N:4][CH:5]=[CH:6][CH:7]=1.FC(F)(F)C(O)=O, predict the reaction product. The product is: [Cl:1][C:2]1[C:3]([N:8]2[CH2:9][CH:10]3[NH:15][CH:13]([CH2:12][CH2:11]3)[CH2:14]2)=[N:4][CH:5]=[CH:6][CH:7]=1. (7) Given the reactants [C:1]([NH:8][C@@H:9]([CH2:12][CH:13]1[CH2:18][CH2:17][CH2:16][CH2:15][CH2:14]1)[CH2:10][OH:11])([O:3][C:4]([CH3:7])([CH3:6])[CH3:5])=[O:2].C(N(CC)CC)C.[CH3:26][S:27](Cl)(=[O:29])=[O:28], predict the reaction product. The product is: [CH3:26][S:27]([O:11][CH2:10][C@@H:9]([NH:8][C:1]([O:3][C:4]([CH3:7])([CH3:6])[CH3:5])=[O:2])[CH2:12][CH:13]1[CH2:14][CH2:15][CH2:16][CH2:17][CH2:18]1)(=[O:29])=[O:28]. (8) Given the reactants [C:1]([N:5]=[C:6]=[O:7])([CH3:4])([CH3:3])[CH3:2].[NH:8]1[CH2:13][CH2:12][CH:11]([CH2:14][CH2:15][CH2:16][CH2:17][C:18]2[CH:23]=[CH:22][N:21]=[CH:20][CH:19]=2)[CH2:10][CH2:9]1, predict the reaction product. The product is: [C:1]([NH:5][C:6]([N:21]1[CH2:20][CH2:19][CH:18]([CH2:17][CH2:16][CH2:15][CH2:14][C:11]2[CH:10]=[CH:9][N:8]=[CH:13][CH:12]=2)[CH2:23][CH2:22]1)=[O:7])([CH3:4])([CH3:3])[CH3:2]. (9) The product is: [Cl:1][C:2]1[CH:3]=[C:4]([NH:10][C:11]2[CH:16]=[C:15]([C:17]3[CH:22]=[CH:21][CH:20]=[CH:19][CH:18]=3)[N:14]=[C:13]([OH:27])[N:12]=2)[CH:5]=[CH:6][C:7]=1[OH:8]. Given the reactants [Cl:1][C:2]1[CH:3]=[C:4]([NH:10][C:11]2[CH:16]=[C:15]([C:17]3[CH:22]=[CH:21][CH:20]=[CH:19][CH:18]=3)[N:14]=[C:13](SCC)[N:12]=2)[CH:5]=[CH:6][C:7]=1[O:8]C.Br.[OH2:27], predict the reaction product. (10) The product is: [CH3:20][O:19][C:16]1[CH:17]=[C:18]2[C:13]([CH:12]=[CH:11][CH:10]=[C:9]2[NH2:8])=[CH:14][CH:15]=1. Given the reactants C1(/C=[N:8]/[C:9]2[CH:10]=[CH:11][CH:12]=[C:13]3[C:18]=2[CH:17]=[C:16]([OH:19])[CH:15]=[CH:14]3)C=CC=CC=1.[CH3:20]I.[OH-].[Na+], predict the reaction product.